Dataset: Reaction yield outcomes from USPTO patents with 853,638 reactions. Task: Predict the reaction yield, written as a fraction of the theoretical maximum amount of product (1.0 means a 100% yield; for example, 0.34 means a 34% yield). (1) The reactants are C(O)(=O)C.[N:5]1[CH:6]=[N:7][N:8]2[CH:13]=[C:12]([CH2:14][C:15]([C:17]3[CH:22]=[CH:21][N:20]=[C:19]([C:23]([F:26])([F:25])[F:24])[N:18]=3)=O)[CH:11]=[CH:10][C:9]=12.C[N:28]([CH:30](OC)OC)C.O.[NH2:36]N. The catalyst is CN(C=O)C. The product is [F:24][C:23]([F:26])([F:25])[C:19]1[N:18]=[C:17]([C:15]2[C:14]([C:12]3[CH:11]=[CH:10][C:9]4[N:8]([N:7]=[CH:6][N:5]=4)[CH:13]=3)=[CH:30][NH:28][N:36]=2)[CH:22]=[CH:21][N:20]=1. The yield is 0.210. (2) The reactants are [CH2:1]([O:8][C:9]1[CH:10]=[N:11][C:12]2[C:17]([C:18]=1[C:19](N)=[O:20])=[N:16][C:15]([O:22][CH3:23])=[CH:14][CH:13]=2)[C:2]1[CH:7]=[CH:6][CH:5]=[CH:4][CH:3]=1.[BH4-].[Na+].C(OCC)(=O)C. The catalyst is O1CCCC1.CO.[H-].[CH-]1C=CC=C1.[CH-]1C=CC=C1.[Cl-].[Zr+4]. The product is [CH2:1]([O:8][C:9]1[CH:10]=[N:11][C:12]2[C:17]([C:18]=1[CH2:19][OH:20])=[N:16][C:15]([O:22][CH3:23])=[CH:14][CH:13]=2)[C:2]1[CH:3]=[CH:4][CH:5]=[CH:6][CH:7]=1. The yield is 0.640.